Dataset: Full USPTO retrosynthesis dataset with 1.9M reactions from patents (1976-2016). Task: Predict the reactants needed to synthesize the given product. (1) Given the product [CH3:1][O:2][C:3]1[CH:4]=[CH:5][C:6]([CH2:7][N:8]2[CH:12]=[C:11]([C:13]3[S:14][CH:15]=[C:16]([NH:18][C:22]4[CH:27]=[CH:26][CH:25]=[CH:24][N:23]=4)[N:17]=3)[CH:10]=[N:9]2)=[CH:19][CH:20]=1, predict the reactants needed to synthesize it. The reactants are: [CH3:1][O:2][C:3]1[CH:20]=[CH:19][C:6]([CH2:7][N:8]2[CH:12]=[C:11]([C:13]3[S:14][CH:15]=[C:16]([NH2:18])[N:17]=3)[CH:10]=[N:9]2)=[CH:5][CH:4]=1.Cl[C:22]1[CH:27]=[CH:26][CH:25]=[CH:24][N:23]=1.C1(P(C(C)(C)C)F)CCCCC1.CC(C)([O-])C.[Na+]. (2) Given the product [Cl:14][C:15]1[CH:16]=[CH:17][C:18]([C:21]2[CH:22]=[CH:23][C:24]([C:27]#[C:28][C:2]3[CH:3]=[CH:4][C:5]([N:8]4[CH2:12][CH2:11][C@@H:10]([OH:13])[CH2:9]4)=[N:6][CH:7]=3)=[N:25][CH:26]=2)=[CH:19][CH:20]=1, predict the reactants needed to synthesize it. The reactants are: I[C:2]1[CH:3]=[CH:4][C:5]([N:8]2[CH2:12][CH2:11][C@@H:10]([OH:13])[CH2:9]2)=[N:6][CH:7]=1.[Cl:14][C:15]1[CH:20]=[CH:19][C:18]([C:21]2[CH:22]=[CH:23][C:24]([C:27]#[CH:28])=[N:25][CH:26]=2)=[CH:17][CH:16]=1. (3) Given the product [CH3:15][O:9][C:8](=[O:10])[CH2:7][C:4]1[CH:3]=[C:2]([NH2:1])[NH:6][N:5]=1, predict the reactants needed to synthesize it. The reactants are: [NH2:1][C:2]1[NH:6][N:5]=[C:4]([CH2:7][C:8]([OH:10])=[O:9])[CH:3]=1.S(Cl)(Cl)=O.[CH3:15]O. (4) Given the product [CH3:1][S:2][C:5]1[CH:10]=[CH:9][C:8]([C:11]2[C:12]([C:16]3[CH:21]=[CH:20][C:19]([F:22])=[CH:18][C:17]=3[CH3:23])=[CH:13][S:14][CH:15]=2)=[CH:7][CH:6]=1, predict the reactants needed to synthesize it. The reactants are: [CH3:1][S:2]([C:5]1[CH:10]=[CH:9][C:8]([C:11]2[C:12]([C:16]3[CH:21]=[CH:20][C:19]([F:22])=[CH:18][CH:17]=3)=[CH:13][S:14][CH:15]=2)=[CH:7][CH:6]=1)(=O)=O.[CH3:23]C1C=C(F)C=CC=1B(O)O. (5) Given the product [OH:22][CH2:21][CH:10]1[CH2:9][CH:8]([O:7][CH:2]2[CH2:3][CH2:4][CH2:5][CH2:6][O:1]2)[CH2:13][CH2:12][N:11]1[C:14]([O:16][C:17]([CH3:20])([CH3:19])[CH3:18])=[O:15], predict the reactants needed to synthesize it. The reactants are: [O:1]1[CH2:6][CH2:5][CH2:4][CH2:3][CH:2]1[O:7][CH:8]1[CH2:13][CH2:12][N:11]([C:14]([O:16][C:17]([CH3:20])([CH3:19])[CH3:18])=[O:15])[CH:10]([C:21](OC)=[O:22])[CH2:9]1.[H-].[Al+3].[Li+].[H-].[H-].[H-]. (6) Given the product [C:1]1([S:7]([N:10]2[CH2:12][CH:11]([C:13]([N:15]3[CH2:16][CH2:17][N:18]([C:21]4[CH:26]=[C:25]([CH3:27])[CH:24]=[CH:23][C:22]=4[CH3:28])[CH2:19][CH2:20]3)=[O:14])[N:38]([C:35]3[CH:36]=[CH:37][C:32]([F:31])=[CH:33][CH:34]=3)[C:39]2=[O:40])(=[O:9])=[O:8])[CH:6]=[CH:5][CH:4]=[CH:3][CH:2]=1, predict the reactants needed to synthesize it. The reactants are: [C:1]1([S:7]([N:10]2[CH2:12][CH:11]2[C:13]([N:15]2[CH2:20][CH2:19][N:18]([C:21]3[CH:26]=[C:25]([CH3:27])[CH:24]=[CH:23][C:22]=3[CH3:28])[CH2:17][CH2:16]2)=[O:14])(=[O:9])=[O:8])[CH:6]=[CH:5][CH:4]=[CH:3][CH:2]=1.[I-].[Na+].[F:31][C:32]1[CH:37]=[CH:36][C:35]([N:38]=[C:39]=[O:40])=[CH:34][CH:33]=1.